This data is from NCI-60 drug combinations with 297,098 pairs across 59 cell lines. The task is: Regression. Given two drug SMILES strings and cell line genomic features, predict the synergy score measuring deviation from expected non-interaction effect. (1) Drug 1: CN1C2=C(C=C(C=C2)N(CCCl)CCCl)N=C1CCCC(=O)O.Cl. Drug 2: C1C(C(OC1N2C=NC(=NC2=O)N)CO)O. Cell line: SN12C. Synergy scores: CSS=8.48, Synergy_ZIP=4.41, Synergy_Bliss=10.6, Synergy_Loewe=-0.893, Synergy_HSA=3.19. (2) Drug 1: C1=C(C(=O)NC(=O)N1)F. Drug 2: N.N.Cl[Pt+2]Cl. Cell line: LOX IMVI. Synergy scores: CSS=29.6, Synergy_ZIP=-3.99, Synergy_Bliss=-7.06, Synergy_Loewe=-5.09, Synergy_HSA=-3.87. (3) Drug 1: COC1=C(C=C2C(=C1)N=CN=C2NC3=CC(=C(C=C3)F)Cl)OCCCN4CCOCC4. Drug 2: CC(C)NC(=O)C1=CC=C(C=C1)CNNC.Cl. Cell line: HCT116. Synergy scores: CSS=17.4, Synergy_ZIP=0.712, Synergy_Bliss=7.66, Synergy_Loewe=1.86, Synergy_HSA=6.35. (4) Drug 1: CCC1(CC2CC(C3=C(CCN(C2)C1)C4=CC=CC=C4N3)(C5=C(C=C6C(=C5)C78CCN9C7C(C=CC9)(C(C(C8N6C=O)(C(=O)OC)O)OC(=O)C)CC)OC)C(=O)OC)O.OS(=O)(=O)O. Drug 2: B(C(CC(C)C)NC(=O)C(CC1=CC=CC=C1)NC(=O)C2=NC=CN=C2)(O)O. Cell line: MCF7. Synergy scores: CSS=19.6, Synergy_ZIP=-7.77, Synergy_Bliss=-4.46, Synergy_Loewe=-8.97, Synergy_HSA=-8.78. (5) Drug 1: CN(CC1=CN=C2C(=N1)C(=NC(=N2)N)N)C3=CC=C(C=C3)C(=O)NC(CCC(=O)O)C(=O)O. Drug 2: CC1=C(C=C(C=C1)C(=O)NC2=CC(=CC(=C2)C(F)(F)F)N3C=C(N=C3)C)NC4=NC=CC(=N4)C5=CN=CC=C5. Cell line: HS 578T. Synergy scores: CSS=9.82, Synergy_ZIP=-6.87, Synergy_Bliss=-1.97, Synergy_Loewe=-8.23, Synergy_HSA=-3.99. (6) Drug 1: C(CCl)NC(=O)N(CCCl)N=O. Drug 2: N.N.Cl[Pt+2]Cl. Cell line: A498. Synergy scores: CSS=3.38, Synergy_ZIP=-8.95, Synergy_Bliss=-3.92, Synergy_Loewe=-14.5, Synergy_HSA=-5.12.